From a dataset of Full USPTO retrosynthesis dataset with 1.9M reactions from patents (1976-2016). Predict the reactants needed to synthesize the given product. (1) Given the product [C:1]([CH2:4][CH2:5][CH:6]1[NH:20][C:19](=[O:21])[N:18]([CH3:22])[CH2:17][CH2:16][CH2:15][CH2:14][CH:13]=[CH:12][CH:11]2[C:9]([C:23]([C:27]3([S:30]([NH2:33])(=[O:32])=[O:31])[CH2:29][CH2:28]3)=[O:24])([CH2:10]2)[NH:8][C:7]1=[O:26])(=[O:3])[CH3:2], predict the reactants needed to synthesize it. The reactants are: [C:1]([CH2:4][CH2:5][CH:6]1[NH:20][C:19](=[O:21])[N:18]([CH3:22])[CH2:17][CH2:16][CH2:15][CH2:14][CH:13]=[CH:12][CH:11]2[C:9]([C:23](O)=[O:24])([CH2:10]2)[NH:8][C:7]1=[O:26])(=[O:3])[CH3:2].[CH:27]1([S:30]([NH2:33])(=[O:32])=[O:31])[CH2:29][CH2:28]1.C(C1N=C(C2C=C(OCC[C@@H]3NC(=O)N(C)CCCCC=C[C@H]4[C@@](C(OCC)=O)(C4)NC3=O)C3C(=CC(OC)=CC=3)N=2)SC=1)(C)C. (2) Given the product [N:14]1[C:15]2[C:10](=[CH:9][CH:8]=[CH:7][CH:16]=2)[C:11]([C@@H:17]2[CH2:22][CH2:21][N:20]([C:23]([O:25][C:26]([CH3:27])([CH3:28])[CH3:29])=[O:24])[CH2:19][C@H:18]2[C:30]([O:32][CH2:33][CH3:34])=[O:31])=[CH:12][CH:13]=1, predict the reactants needed to synthesize it. The reactants are: CN(C=O)C.Cl[C:7]1[CH:16]=[C:15]2[C:10]([C:11]([C@@H:17]3[CH2:22][CH2:21][N:20]([C:23]([O:25][C:26]([CH3:29])([CH3:28])[CH3:27])=[O:24])[CH2:19][C@H:18]3[C:30]([O:32][CH2:33][CH3:34])=[O:31])=[CH:12][CH:13]=[N:14]2)=[CH:9][CH:8]=1.C([O-])=O.[NH4+]. (3) The reactants are: [N:1]1([C:6]2[CH:14]=[CH:13][CH:12]=[C:11]3[C:7]=2[C:8]([NH2:15])=[N:9][NH:10]3)[CH:5]=[CH:4][N:3]=[N:2]1.CC1(C)OC(=O)[CH:20]([C:24]([CH:26]2[CH2:31][CH2:30][N:29]([C:32]([O:34][C:35]([CH3:38])([CH3:37])[CH3:36])=[O:33])[CH2:28][CH2:27]2)=O)[C:19](=O)[O:18]1.P([O-])([O-])([O-])=O.[K+].[K+].[K+].Cl. Given the product [O:18]=[C:19]1[CH:20]=[C:24]([CH:26]2[CH2:31][CH2:30][N:29]([C:32]([O:34][C:35]([CH3:38])([CH3:37])[CH3:36])=[O:33])[CH2:28][CH2:27]2)[N:9]2[N:10]=[C:11]3[C:7]([C:6]([N:1]4[CH:5]=[CH:4][N:3]=[N:2]4)=[CH:14][CH:13]=[CH:12]3)=[C:8]2[NH:15]1, predict the reactants needed to synthesize it. (4) Given the product [CH:2]1([C:5]2[C:10](=[O:11])[NH:9][C:8]([CH:13]=[O:14])=[CH:7][CH:6]=2)[CH2:4][CH2:3]1, predict the reactants needed to synthesize it. The reactants are: Br.[CH:2]1([C:5]2[CH:6]=[CH:7][C:8]([CH:13]=[O:14])=[N:9][C:10]=2[O:11]C)[CH2:4][CH2:3]1.O. (5) Given the product [CH3:26][N:27]1[CH:31]=[C:30]([C:32]2[CH:33]=[CH:34][C:35]([C:2]3[CH:3]=[N:4][CH:5]=[C:6]4[C:11]=3[N:10]=[C:9]([C:12]([NH:14][CH2:15][C:16]3[CH:21]=[CH:20][C:19]([C:22]([F:25])([F:24])[F:23])=[CH:18][CH:17]=3)=[O:13])[CH:8]=[CH:7]4)=[CH:36][CH:37]=2)[CH:29]=[N:28]1, predict the reactants needed to synthesize it. The reactants are: Br[C:2]1[CH:3]=[N:4][CH:5]=[C:6]2[C:11]=1[N:10]=[C:9]([C:12]([NH:14][CH2:15][C:16]1[CH:21]=[CH:20][C:19]([C:22]([F:25])([F:24])[F:23])=[CH:18][CH:17]=1)=[O:13])[CH:8]=[CH:7]2.[CH3:26][N:27]1[CH:31]=[C:30]([C:32]2[CH:37]=[CH:36][C:35](B3OC(C)(C)C(C)(C)O3)=[CH:34][CH:33]=2)[CH:29]=[N:28]1.C([O-])([O-])=O.[Na+].[Na+].